Dataset: Full USPTO retrosynthesis dataset with 1.9M reactions from patents (1976-2016). Task: Predict the reactants needed to synthesize the given product. (1) Given the product [Br:26][C:18]1[CH:17]=[C:16]([C:10]([C:7]2[CH:8]=[CH:9][C:4]([O:3][CH:2]([F:1])[F:14])=[C:5]([CH3:13])[CH:6]=2)([OH:12])[CH3:11])[CH:21]=[C:20]([CH2:22][O:23][CH2:24][CH3:25])[CH:19]=1, predict the reactants needed to synthesize it. The reactants are: [F:1][CH:2]([F:14])[O:3][C:4]1[CH:9]=[CH:8][C:7]([C:10](=[O:12])[CH3:11])=[CH:6][C:5]=1[CH3:13].Br[C:16]1[CH:21]=[C:20]([CH2:22][O:23][CH2:24][CH3:25])[CH:19]=[C:18]([Br:26])[CH:17]=1.C([Li])CCC. (2) Given the product [CH2:9]([O:11][C:12](=[O:22])[C:13]([O:15][C:16]1[CH:21]=[CH:20][CH:19]=[CH:18][CH:17]=1)([CH3:14])[CH:35]([C:34]1[CH:33]=[CH:32][C:31]([O:30][CH2:23][C:24]2[CH:25]=[CH:26][CH:27]=[CH:28][CH:29]=2)=[CH:38][CH:37]=1)[OH:36])[CH3:10], predict the reactants needed to synthesize it. The reactants are: C([N-]C(C)C)(C)C.[Li+].[CH2:9]([O:11][C:12](=[O:22])[CH:13]([O:15][C:16]1[CH:21]=[CH:20][CH:19]=[CH:18][CH:17]=1)[CH3:14])[CH3:10].[CH2:23]([O:30][C:31]1[CH:38]=[CH:37][C:34]([CH:35]=[O:36])=[CH:33][CH:32]=1)[C:24]1[CH:29]=[CH:28][CH:27]=[CH:26][CH:25]=1.